This data is from Full USPTO retrosynthesis dataset with 1.9M reactions from patents (1976-2016). The task is: Predict the reactants needed to synthesize the given product. (1) Given the product [C:1]([O:6][C@@H:7]1[C@@H:15]([CH2:16][CH2:17][I:35])[C:14](=[O:23])[O:13][CH2:12][C@H:11]([NH:24][C:25]([O:27][C:28]([CH3:31])([CH3:30])[CH3:29])=[O:26])[C:10](=[O:32])[O:9][C@H:8]1[CH3:33])(=[O:5])[CH:2]([CH3:4])[CH3:3], predict the reactants needed to synthesize it. The reactants are: [C:1]([O:6][C@@H:7]1[C@@H:15]([CH2:16][CH2:17]OS(C)(=O)=O)[C:14](=[O:23])[O:13][CH2:12][C@H:11]([NH:24][C:25]([O:27][C:28]([CH3:31])([CH3:30])[CH3:29])=[O:26])[C:10](=[O:32])[O:9][C@H:8]1[CH3:33])(=[O:5])[CH:2]([CH3:4])[CH3:3].[Na+].[I-:35]. (2) The reactants are: [CH2:1]([O:3][C:4](=[O:27])[CH:5]([C:7]1[CH:8]=[C:9]([C:15]2[CH:20]=[CH:19][C:18]([C:21]([F:24])([F:23])[F:22])=[CH:17][C:16]=2[CH:25]=O)[C:10]([O:13][CH3:14])=[CH:11][CH:12]=1)[CH3:6])[CH3:2].[CH2:28]([NH2:30])[CH3:29]. Given the product [CH2:1]([O:3][C:4](=[O:27])[CH:5]([C:7]1[CH:8]=[C:9]([C:15]2[CH:20]=[CH:19][C:18]([C:21]([F:23])([F:24])[F:22])=[CH:17][C:16]=2[CH2:25][NH:30][CH2:28][CH3:29])[C:10]([O:13][CH3:14])=[CH:11][CH:12]=1)[CH3:6])[CH3:2], predict the reactants needed to synthesize it.